From a dataset of Forward reaction prediction with 1.9M reactions from USPTO patents (1976-2016). Predict the product of the given reaction. Given the reactants [CH:1]1([CH2:4][C:5]2[N:9]([C:10]3[CH:15]=[CH:14][C:13]([O:16]C)=[CH:12][CH:11]=3)[C:8]3[CH:18]=[CH:19][CH:20]=[CH:21][C:7]=3[N:6]=2)[CH2:3][CH2:2]1.B(Br)(Br)Br, predict the reaction product. The product is: [CH:1]1([CH2:4][C:5]2[N:9]([C:10]3[CH:15]=[CH:14][C:13]([OH:16])=[CH:12][CH:11]=3)[C:8]3[CH:18]=[CH:19][CH:20]=[CH:21][C:7]=3[N:6]=2)[CH2:2][CH2:3]1.